Dataset: Reaction yield outcomes from USPTO patents with 853,638 reactions. Task: Predict the reaction yield, written as a fraction of the theoretical maximum amount of product (1.0 means a 100% yield; for example, 0.34 means a 34% yield). (1) The reactants are C[O:2][C:3]1(OC)[CH2:8][CH2:7][N:6]([C:9]2[CH:14]=[CH:13][C:12]([N:15]3[CH2:19][C@H:18]([CH2:20][CH2:21][C:22]([NH2:24])=[O:23])[O:17][C:16]3=[O:25])=[CH:11][CH:10]=2)[CH2:5][C:4]1([F:27])[F:26].CSC.C(Cl)(=O)C. No catalyst specified. The product is [O:2]=[C:3]1[CH2:8][CH2:7][N:6]([C:9]2[CH:14]=[CH:13][C:12]([N:15]3[CH2:19][C@H:18]([CH2:20][CH2:21][C:22]([NH2:24])=[O:23])[O:17][C:16]3=[O:25])=[CH:11][CH:10]=2)[CH2:5][C:4]1([F:27])[F:26]. The yield is 0.710. (2) The reactants are P(Br)(Br)[Br:2].[C:5]([N:12]1[C:20]2[C:15](=[C:16]([CH2:21]O)[CH:17]=[CH:18][CH:19]=2)[CH:14]=[CH:13]1)([O:7][C:8]([CH3:11])([CH3:10])[CH3:9])=[O:6].C([O-])(O)=O.[Na+]. The catalyst is CCOCC.C(Cl)Cl. The product is [Br:2][CH2:21][C:16]1[CH:17]=[CH:18][CH:19]=[C:20]2[C:15]=1[CH:14]=[CH:13][N:12]2[C:5]([O:7][C:8]([CH3:11])([CH3:10])[CH3:9])=[O:6]. The yield is 0.840. (3) The reactants are [Cl:1][CH2:2][CH2:3][CH2:4][CH2:5][OH:6].[N+:7]([C:10]1[CH:18]=[CH:17][C:13]([C:14](Cl)=[O:15])=[CH:12][CH:11]=1)([O-:9])=[O:8]. The catalyst is C(Cl)Cl. The product is [N+:7]([C:10]1[CH:11]=[CH:12][C:13]([C:14]([O:6][CH2:5][CH2:4][CH2:3][CH2:2][Cl:1])=[O:15])=[CH:17][CH:18]=1)([O-:9])=[O:8]. The yield is 0.960. (4) No catalyst specified. The yield is 0.0300. The reactants are [C:1]1([CH:7]2[CH2:12][CH2:11][N:10]([C:13]([C:15]3[CH:16]=[N:17][C:18]4[N:19]([N:32]=[CH:33][C:34]=4[C:35](O)=[O:36])[C:20]=3[NH:21][C:22]3[CH:31]=[CH:30][CH:29]=[C:28]4[C:23]=3[CH:24]=[CH:25][CH:26]=[N:27]4)=[O:14])[CH2:9][CH2:8]2)[CH:6]=[CH:5][CH:4]=[CH:3][CH:2]=1.[CH2:38]([S:40]([NH2:43])(=[O:42])=[O:41])[CH3:39]. The product is [C:1]1([CH:7]2[CH2:8][CH2:9][N:10]([C:13]([C:15]3[CH:16]=[N:17][C:18]4[N:19]([N:32]=[CH:33][C:34]=4[C:35]([NH:43][S:40]([CH2:38][CH3:39])(=[O:42])=[O:41])=[O:36])[C:20]=3[NH:21][C:22]3[CH:31]=[CH:30][CH:29]=[C:28]4[C:23]=3[CH:24]=[CH:25][CH:26]=[N:27]4)=[O:14])[CH2:11][CH2:12]2)[CH:6]=[CH:5][CH:4]=[CH:3][CH:2]=1. (5) The reactants are O[C:2]1[CH:3]=[C:4]([C:11]([O:13][CH2:14][CH3:15])=[O:12])[C:5]2[CH:10]=[N:9][NH:8][C:6]=2[N:7]=1.P(Br)(Br)([Br:18])=O. The catalyst is C(#N)C. The product is [Br:18][C:2]1[CH:3]=[C:4]([C:11]([O:13][CH2:14][CH3:15])=[O:12])[C:5]2[CH:10]=[N:9][NH:8][C:6]=2[N:7]=1. The yield is 0.770. (6) The reactants are [CH:1]1([CH:7]([NH:21][C:22]2[CH:31]=[CH:30][C:25]([C:26]([O:28]C)=[O:27])=[CH:24][CH:23]=2)[C:8]2[O:9][C:10]3[CH:19]=[CH:18][C:17]([F:20])=[CH:16][C:11]=3[C:12]=2[CH2:13][O:14][CH3:15])[CH2:6][CH2:5][CH2:4][CH2:3][CH2:2]1.O1CCCC1.[OH-].[Na+]. The catalyst is C(O)C. The product is [CH:1]1([CH:7]([NH:21][C:22]2[CH:31]=[CH:30][C:25]([C:26]([OH:28])=[O:27])=[CH:24][CH:23]=2)[C:8]2[O:9][C:10]3[CH:19]=[CH:18][C:17]([F:20])=[CH:16][C:11]=3[C:12]=2[CH2:13][O:14][CH3:15])[CH2:6][CH2:5][CH2:4][CH2:3][CH2:2]1. The yield is 0.960.